Task: Predict which catalyst facilitates the given reaction.. Dataset: Catalyst prediction with 721,799 reactions and 888 catalyst types from USPTO (1) Reactant: [F:1][C:2]1[CH:24]=[CH:23][CH:22]=[CH:21][C:3]=1[O:4][C:5]1[C:18](=[O:19])[N:17]([CH3:20])[C:8]2[N:9]=[C:10](S(C)(=O)=O)[N:11]=[CH:12][C:7]=2[CH:6]=1.[NH3:25]. Product: [NH2:25][C:10]1[N:11]=[CH:12][C:7]2[CH:6]=[C:5]([O:4][C:3]3[CH:21]=[CH:22][CH:23]=[CH:24][C:2]=3[F:1])[C:18](=[O:19])[N:17]([CH3:20])[C:8]=2[N:9]=1. The catalyst class is: 60. (2) Reactant: [C:1]([N:4]1[CH2:9][CH2:8][C:7]([CH2:14][N:15]2[CH:20]=[CH:19][N:18](C(OCC3C=CC=CC=3)=O)[CH2:17][C:16]2=[O:31])([C:10]([O:12][CH3:13])=[O:11])[CH2:6][CH2:5]1)(=[O:3])[CH3:2]. Product: [C:1]([N:4]1[CH2:5][CH2:6][C:7]([CH2:14][N:15]2[CH2:20][CH2:19][NH:18][CH2:17][C:16]2=[O:31])([C:10]([O:12][CH3:13])=[O:11])[CH2:8][CH2:9]1)(=[O:3])[CH3:2]. The catalyst class is: 43. (3) Reactant: [CH3:1][O:2][C:3]1[CH:4]=[C:5]([C:9]2[N:10]=[CH:11][NH:12][CH:13]=2)[CH:6]=[CH:7][CH:8]=1.N1C=CC=CC=1.Cl[C:21]([O:23][C:24]1[CH:29]=[CH:28][CH:27]=[CH:26][CH:25]=1)=[O:22]. Product: [CH3:1][O:2][C:3]1[CH:4]=[C:5]([C:9]2[N:10]=[CH:11][N:12]([C:21]([O:23][C:24]3[CH:29]=[CH:28][CH:27]=[CH:26][CH:25]=3)=[O:22])[CH:13]=2)[CH:6]=[CH:7][CH:8]=1. The catalyst class is: 4. (4) Reactant: [CH3:1][C:2]1[C:7]([CH2:8]O)=[CH:6][CH:5]=[C:4]([C:10]2[CH:15]=[CH:14][C:13]([C:16]([F:19])([F:18])[F:17])=[CH:12][CH:11]=2)[N:3]=1.O=S(Cl)[Cl:22]. Product: [Cl:22][CH2:8][C:7]1[C:2]([CH3:1])=[N:3][C:4]([C:10]2[CH:15]=[CH:14][C:13]([C:16]([F:19])([F:18])[F:17])=[CH:12][CH:11]=2)=[CH:5][CH:6]=1. The catalyst class is: 2. (5) Reactant: Cl[C:2]1[C:3](=[O:10])[O:4][C:5]([CH3:9])=[C:6]([Cl:8])[N:7]=1.[F:11][C:12]1[CH:18]=[CH:17][CH:16]=[CH:15][C:13]=1[NH2:14].O. Product: [Cl:8][C:6]1[N:7]=[C:2]([NH:14][C:13]2[CH:15]=[CH:16][CH:17]=[CH:18][C:12]=2[F:11])[C:3](=[O:10])[O:4][C:5]=1[CH3:9]. The catalyst class is: 7. (6) Reactant: [C:1]1([C:7]2[CH:11]=[C:10]([C:12]3[CH:17]=[CH:16][CH:15]=[CH:14][CH:13]=3)[NH:9][N:8]=2)[CH:6]=[CH:5][CH:4]=[CH:3][CH:2]=1.[H-].[Na+].Br[CH2:21][C:22]1[CH:31]=[CH:30][C:25]([C:26]([O:28][CH3:29])=[O:27])=[CH:24][C:23]=1[O:32][CH:33]([CH3:35])[CH3:34].[I-].[Na+]. Product: [C:1]1([C:7]2[CH:11]=[C:10]([C:12]3[CH:17]=[CH:16][CH:15]=[CH:14][CH:13]=3)[N:9]([CH2:21][C:22]3[CH:31]=[CH:30][C:25]([C:26]([O:28][CH3:29])=[O:27])=[CH:24][C:23]=3[O:32][CH:33]([CH3:35])[CH3:34])[N:8]=2)[CH:6]=[CH:5][CH:4]=[CH:3][CH:2]=1. The catalyst class is: 42.